Dataset: Full USPTO retrosynthesis dataset with 1.9M reactions from patents (1976-2016). Task: Predict the reactants needed to synthesize the given product. (1) Given the product [OH2:3].[C@@H:1]1([C:12]2[CH:17]=[CH:16][C:15]([CH3:18])=[C:14]([CH2:19][C:20]3[S:21][C:22]([C:25]4[CH:26]=[CH:27][C:28]([F:31])=[CH:29][CH:30]=4)=[CH:23][CH:24]=3)[CH:13]=2)[O:9][C@H:8]([CH2:10][OH:11])[C@@H:6]([OH:7])[C@H:4]([OH:5])[C@H:2]1[OH:3].[C@@H:1]1([C:12]2[CH:17]=[CH:16][C:15]([CH3:18])=[C:14]([CH2:19][C:20]3[S:21][C:22]([C:25]4[CH:26]=[CH:27][C:28]([F:31])=[CH:29][CH:30]=4)=[CH:23][CH:24]=3)[CH:13]=2)[O:9][C@H:8]([CH2:10][OH:11])[C@@H:6]([OH:7])[C@H:4]([OH:5])[C@H:2]1[OH:3], predict the reactants needed to synthesize it. The reactants are: [C@@H:1]1([C:12]2[CH:17]=[CH:16][C:15]([CH3:18])=[C:14]([CH2:19][C:20]3[S:21][C:22]([C:25]4[CH:30]=[CH:29][C:28]([F:31])=[CH:27][CH:26]=4)=[CH:23][CH:24]=3)[CH:13]=2)[O:9][C@H:8]([CH2:10][OH:11])[C@@H:6]([OH:7])[C@H:4]([OH:5])[C@H:2]1[OH:3].O. (2) Given the product [C:1]([O:6][CH2:7][CH2:8][CH2:9][CH2:10][CH2:11][CH2:12][CH2:13][CH2:14][CH2:15][CH2:16][CH2:17][CH2:18][CH2:19][CH2:20][CH2:21][CH2:22][CH2:23][CH3:24])(=[O:5])[C:2]([CH3:4])=[CH2:3].[C:25]([O:30][CH2:31][CH2:32][OH:33])(=[O:29])[C:26]([CH3:28])=[CH2:27], predict the reactants needed to synthesize it. The reactants are: [C:1]([O:6][CH2:7][CH2:8][CH2:9][CH2:10][CH2:11][CH2:12][CH2:13][CH2:14][CH2:15][CH2:16][CH2:17][CH2:18][CH2:19][CH2:20][CH2:21][CH2:22][CH2:23][CH3:24])(=[O:5])[C:2]([CH3:4])=[CH2:3].[C:25]([O:30][CH2:31][CH2:32][OH:33])(=[O:29])[C:26]([CH3:28])=[CH2:27]. (3) Given the product [Cl:1][C:2]1[CH:3]=[CH:4][C:5]([F:9])=[C:6]([CH:7]=1)[O:8][CH2:11][CH2:12][CH2:13][CH2:14][CH:15]([N:22]1[CH:26]=[N:25][CH:24]=[N:23]1)[C:16](=[O:21])[C:17]([CH3:18])([CH3:20])[CH3:19], predict the reactants needed to synthesize it. The reactants are: [Cl:1][C:2]1[CH:3]=[CH:4][C:5]([F:9])=[C:6]([OH:8])[CH:7]=1.Cl[CH2:11][CH2:12][CH2:13][CH2:14][CH:15]([N:22]1[CH:26]=[N:25][CH:24]=[N:23]1)[C:16](=[O:21])[C:17]([CH3:20])([CH3:19])[CH3:18].C([O-])([O-])=O.[K+].[K+]. (4) Given the product [NH2:67][C:64]1[N:35]=[CH:33][C:34](/[CH:20]=[CH:19]/[C:18]([N:17]([CH3:16])[CH2:22][C:23]2[O:24][C:25]3[CH:32]=[CH:31][CH:30]=[CH:29][C:26]=3[C:27]=2[CH3:28])=[O:21])=[CH:66][C:65]=1[O:8][CH2:7][C:3]1[CH:2]=[N:1][CH:6]=[CH:5][CH:4]=1, predict the reactants needed to synthesize it. The reactants are: [N:1]1[CH:6]=[CH:5][CH:4]=[C:3]([CH2:7][O:8]NC2C=CC=CN=2)[CH:2]=1.[CH3:16][N:17]([CH2:22][C:23]1[O:24][C:25]2[CH:32]=[CH:31][CH:30]=[CH:29][C:26]=2[C:27]=1[CH3:28])[C:18](=[O:21])[CH:19]=[CH2:20].[CH2:33]([N:35](C(C)C)C(C)C)[CH3:34].CC1C=CC=CC=1P(C1C=CC=CC=1C)C1C=CC=CC=1C.[C:64](#[N:67])[CH2:65][CH3:66]. (5) Given the product [CH3:19][O:9][C:7](=[O:8])[C:6]1[CH:10]=[CH:11][C:12]([I:14])=[CH:13][C:5]=1[NH2:4], predict the reactants needed to synthesize it. The reactants are: C([NH:4][C:5]1[CH:13]=[C:12]([I:14])[CH:11]=[CH:10][C:6]=1[C:7]([OH:9])=[O:8])(=O)C.O=S(Cl)Cl.[CH3:19]O.